This data is from Peptide-MHC class I binding affinity with 185,985 pairs from IEDB/IMGT. The task is: Regression. Given a peptide amino acid sequence and an MHC pseudo amino acid sequence, predict their binding affinity value. This is MHC class I binding data. (1) The peptide sequence is EPADHLAIM. The MHC is HLA-A31:01 with pseudo-sequence HLA-A31:01. The binding affinity (normalized) is 0.0847. (2) The peptide sequence is DSDPMDGCE. The MHC is HLA-A11:01 with pseudo-sequence HLA-A11:01. The binding affinity (normalized) is 0.0847.